From a dataset of Catalyst prediction with 721,799 reactions and 888 catalyst types from USPTO. Predict which catalyst facilitates the given reaction. (1) Reactant: [NH2:1][C:2]1[N:7]=[C:6]([C:8]2[CH:13]=[CH:12][CH:11]=[CH:10][C:9]=2[F:14])[C:5]([C:15]#[N:16])=[C:4]([S:17]([CH3:19])=O)[N:3]=1.SC[CH2:22][C:23]1[CH:28]=[CH:27][CH:26]=[CH:25][N:24]=1.C1CCN2C(=NCCC2)CC1. Product: [NH2:1][C:2]1[N:7]=[C:6]([C:8]2[CH:13]=[CH:12][CH:11]=[CH:10][C:9]=2[F:14])[C:5]([C:15]#[N:16])=[C:4]([S:17][CH2:19][CH2:22][C:23]2[CH:28]=[CH:27][CH:26]=[CH:25][N:24]=2)[N:3]=1. The catalyst class is: 57. (2) Reactant: [Cl:1][C:2]1[CH:3]=[C:4]([S:9]([NH:12][C:13]2[CH:22]=[CH:21][CH:20]=[CH:19][C:14]=2[C:15]([O:17][CH3:18])=[O:16])(=[O:11])=[O:10])[CH:5]=[CH:6][C:7]=1[Cl:8].[C:23]([O-])([O-])=O.[K+].[K+].CI. Product: [Cl:1][C:2]1[CH:3]=[C:4]([S:9]([N:12]([C:13]2[CH:22]=[CH:21][CH:20]=[CH:19][C:14]=2[C:15]([O:17][CH3:18])=[O:16])[CH3:23])(=[O:10])=[O:11])[CH:5]=[CH:6][C:7]=1[Cl:8]. The catalyst class is: 21. (3) Reactant: [Cl:1][C:2]1[N:7]=[C:6]([NH2:8])[N:5]=[C:4]([NH2:9])[C:3]=1I.[C:11]([C:13]1[CH:14]=[C:15]([OH:19])[CH:16]=[CH:17][CH:18]=1)#[CH:12].C(N(CC)CC)C. Product: [NH2:8][C:6]1[N:5]=[C:4]([NH2:9])[C:3]([C:12]#[C:11][C:13]2[CH:14]=[C:15]([OH:19])[CH:16]=[CH:17][CH:18]=2)=[C:2]([Cl:1])[N:7]=1. The catalyst class is: 654. (4) Reactant: [F:1][C:2]([F:11])([F:10])[C:3]1[CH:4]=[C:5]([OH:9])[CH:6]=[CH:7][CH:8]=1.Cl[CH2:13][CH2:14][C:15]([OH:17])=[O:16]. Product: [F:1][C:2]([F:10])([F:11])[C:3]1[CH:4]=[C:5]([CH:6]=[CH:7][CH:8]=1)[O:9][CH2:13][CH2:14][C:15]([OH:17])=[O:16]. The catalyst class is: 74. (5) Reactant: [C:1]([C:5]1[O:9][N:8]=[C:7]([NH:10][C:11]([NH:13][C:14]2[CH:19]=[CH:18][CH:17]=[C:16]([O:20][C:21]3[C:30]4[C:25](=[CH:26][C:27]([OH:33])=[C:28]([O:31][CH3:32])[CH:29]=4)[N:24]=[CH:23][N:22]=3)[CH:15]=2)=[O:12])[CH:6]=1)([CH3:4])([CH3:3])[CH3:2].O[C@@H:35]1[CH2:39][CH2:38][N:37]([C:40]([O:42][C:43]([CH3:46])([CH3:45])[CH3:44])=[O:41])[CH2:36]1.C1(P(C2C=CC=CC=2)C2C=CC=CC=2)C=CC=CC=1.CC(OC(/N=N/C(OC(C)C)=O)=O)C. Product: [C:1]([C:5]1[O:9][N:8]=[C:7]([NH:10][C:11](=[O:12])[NH:13][C:14]2[CH:15]=[C:16]([CH:17]=[CH:18][CH:19]=2)[O:20][C:21]2[C:30]3[C:25](=[CH:26][C:27]([O:33][C@H:39]4[CH2:35][CH2:36][N:37]([C:40]([O:42][C:43]([CH3:46])([CH3:45])[CH3:44])=[O:41])[CH2:38]4)=[C:28]([O:31][CH3:32])[CH:29]=3)[N:24]=[CH:23][N:22]=2)[CH:6]=1)([CH3:4])([CH3:2])[CH3:3]. The catalyst class is: 7. (6) Reactant: [Cl-].[CH3:2][O:3][CH2:4][P+](C1C=CC=CC=1)(C1C=CC=CC=1)C1C=CC=CC=1.C1([Li])C=CC=CC=1.[Cl:31][C:32]1[CH:37]=[CH:36][N:35]=[C:34]([C:38]([CH:40]2[CH2:42][CH2:41]2)=O)[C:33]=1[O:43][CH:44](F)F. Product: [Cl:31][C:32]1[CH:37]=[CH:36][N:35]=[C:34]([C:38]([CH:40]2[CH2:42][CH2:41]2)=[CH:2][O:3][CH3:4])[C:33]=1[O:43][CH3:44]. The catalyst class is: 28. (7) Reactant: [I:1][C:2]1[C:3]([O:21][CH3:22])=[CH:4][CH:5]=[C:6]2[C:11]=1[O:10][CH:9]([C:12]([F:15])([F:14])[F:13])[C:8]([C:16]([O:18]CC)=[O:17])=[CH:7]2.O.[OH-].[Li+]. Product: [I:1][C:2]1[C:3]([O:21][CH3:22])=[CH:4][CH:5]=[C:6]2[C:11]=1[O:10][CH:9]([C:12]([F:15])([F:14])[F:13])[C:8]([C:16]([OH:18])=[O:17])=[CH:7]2. The catalyst class is: 30.